From a dataset of Forward reaction prediction with 1.9M reactions from USPTO patents (1976-2016). Predict the product of the given reaction. (1) Given the reactants CC[C@H]1[C@H]2C[C@H]([C@H]([O:24][C:25]3[C:34]4[C:29](=[CH:30][CH:31]=[CH:32][CH:33]=4)C(O[C@H](C4C=CN=C5C=4C=C(OC)C=C5)[C@@H]4N5C[C@H](CC)[C@@H](CC5)C4)=NN=3)C3C=CN=C4C=3C=C(OC)C=C4)N(CC2)C1.CS(N)(=O)=O.[C:64](OCC1C=CC=CC=1)(=O)[CH:65]=[CH:66][C:67]1C=CC=C[CH:68]=1.S([O-])([O-])=[O:83].[Na+].[Na+].[C:88]([O:91][CH2:92][CH3:93])(=[O:90])[CH3:89], predict the reaction product. The product is: [CH2:92]([O:91][C:88](=[O:90])[C@H:89]([OH:83])[C@@H:25]([OH:24])[C:34]1[CH:29]=[CH:30][CH:31]=[CH:32][CH:33]=1)[C:93]1[CH:68]=[CH:67][CH:66]=[CH:65][CH:64]=1. (2) Given the reactants [NH2:1][C@H:2]([C:4]1[C:5](=[O:15])[NH:6][C:7]2[C:12]([CH:13]=1)=[CH:11][C:10]([Cl:14])=[CH:9][CH:8]=2)[CH3:3].Cl[C:17]1[N:22]=[C:21]([NH:23][C:24]2[O:25][CH:26]=[CH:27][N:28]=2)[CH:20]=[CH:19][N:18]=1.CCN(C(C)C)C(C)C.O, predict the reaction product. The product is: [Cl:14][C:10]1[CH:11]=[C:12]2[C:7](=[CH:8][CH:9]=1)[NH:6][C:5](=[O:15])[C:4]([C@@H:2]([NH:1][C:17]1[N:22]=[C:21]([NH:23][C:24]3[O:25][CH:26]=[CH:27][N:28]=3)[CH:20]=[CH:19][N:18]=1)[CH3:3])=[CH:13]2.